Task: Predict which catalyst facilitates the given reaction.. Dataset: Catalyst prediction with 721,799 reactions and 888 catalyst types from USPTO (1) Reactant: [Br:1][C:2]1[CH:3]=[C:4]([C:15]([OH:17])=O)[C:5](=[O:14])[N:6]([C:8]2[CH:13]=[CH:12][CH:11]=[CH:10][CH:9]=2)[CH:7]=1.[CH3:18][O:19][C:20]1[CH:21]=[C:22]2[C:27](=[CH:28][C:29]=1[O:30][CH3:31])[N:26]=[CH:25][CH:24]=[C:23]2[O:32][C:33]1[CH:38]=[CH:37][C:36]([NH2:39])=[CH:35][C:34]=1[F:40].C(Cl)CCl.C1C=NC2N(O)N=NC=2C=1.C(N(CC)C(C)C)(C)C. Product: [Br:1][C:2]1[CH:3]=[C:4]([C:15]([NH:39][C:36]2[CH:37]=[CH:38][C:33]([O:32][C:23]3[C:22]4[C:27](=[CH:28][C:29]([O:30][CH3:31])=[C:20]([O:19][CH3:18])[CH:21]=4)[N:26]=[CH:25][CH:24]=3)=[C:34]([F:40])[CH:35]=2)=[O:17])[C:5](=[O:14])[N:6]([C:8]2[CH:9]=[CH:10][CH:11]=[CH:12][CH:13]=2)[CH:7]=1. The catalyst class is: 288. (2) Reactant: ClC1C=CC=C(C(OO)=[O:9])C=1.[Cl:12][C:13]1[CH:18]=[C:17]([CH3:19])[CH:16]=[CH:15][N:14]=1. Product: [Cl:12][C:13]1[CH:18]=[C:17]([CH3:19])[CH:16]=[CH:15][N+:14]=1[O-:9]. The catalyst class is: 22. (3) Reactant: C([N:4](O)[C:5]([C:7]1[CH:44]=[CH:43][C:10]([O:11][C:12]2[C:17]([NH:18][S:19]([C:22]3[CH:27]=[CH:26][C:25](F)=[CH:24][CH:23]=3)(=[O:21])=[O:20])=[CH:16][CH:15]=[C:14]([O:29][C:30]3[CH:35]=[CH:34][C:33]([C:36](=[NH:42])[N:37](O)C(=O)C)=[CH:32][CH:31]=3)[N:13]=2)=[CH:9][CH:8]=1)=[NH:6])(=O)C. Product: [C:5]([C:7]1[CH:44]=[CH:43][C:10]([O:11][C:12]2[C:17]([NH:18][S:19]([C:22]3[CH:27]=[CH:26][C:25]4[C:24](=[CH:5][CH:7]=[CH:8][CH:9]=4)[CH:23]=3)(=[O:21])=[O:20])=[CH:16][CH:15]=[C:14]([O:29][C:30]3[CH:35]=[CH:34][C:33]([C:36](=[NH:42])[NH2:37])=[CH:32][CH:31]=3)[N:13]=2)=[CH:9][CH:8]=1)(=[NH:6])[NH2:4]. The catalyst class is: 19. (4) Reactant: C[O:2][C:3](=[O:22])[CH:4]=[CH:5][C:6]1[CH:11]=[CH:10][CH:9]=[CH:8][C:7]=1[S:12](=[O:21])(=[O:20])[NH:13][C:14]1[CH:19]=[CH:18][CH:17]=[CH:16][CH:15]=1.[OH-].[Na+]. Product: [C:14]1([NH:13][S:12]([C:7]2[CH:8]=[CH:9][CH:10]=[CH:11][C:6]=2[CH:5]=[CH:4][C:3]([OH:22])=[O:2])(=[O:21])=[O:20])[CH:15]=[CH:16][CH:17]=[CH:18][CH:19]=1. The catalyst class is: 5. (5) Reactant: [CH:1]1([CH:7]([NH:26][C:27]2[CH:32]=[CH:31][C:30]([C:33]([NH:35][CH2:36][CH2:37][C:38]([O:40]CC)=[O:39])=[O:34])=[CH:29][CH:28]=2)[C:8]2[O:9][C:10]3[CH:17]=[CH:16][C:15]([O:18][CH2:19][CH2:20][CH2:21][S:22]([CH3:25])(=[O:24])=[O:23])=[CH:14][C:11]=3[C:12]=2[CH3:13])[CH2:6][CH2:5][CH2:4][CH2:3][CH2:2]1.[OH-].[Na+]. Product: [CH:1]1([CH:7]([NH:26][C:27]2[CH:32]=[CH:31][C:30]([C:33]([NH:35][CH2:36][CH2:37][C:38]([OH:40])=[O:39])=[O:34])=[CH:29][CH:28]=2)[C:8]2[O:9][C:10]3[CH:17]=[CH:16][C:15]([O:18][CH2:19][CH2:20][CH2:21][S:22]([CH3:25])(=[O:23])=[O:24])=[CH:14][C:11]=3[C:12]=2[CH3:13])[CH2:2][CH2:3][CH2:4][CH2:5][CH2:6]1. The catalyst class is: 8. (6) Product: [N+:7]([C:10]1[CH:11]=[C:12]([C:13]([N:1]2[CH2:6][CH2:5][O:4][CH2:3][CH2:2]2)=[O:14])[CH:16]=[CH:17][CH:18]=1)([O-:9])=[O:8]. Reactant: [NH:1]1[CH2:6][CH2:5][O:4][CH2:3][CH2:2]1.[N+:7]([C:10]1[CH:11]=[C:12]([CH:16]=[CH:17][CH:18]=1)[C:13](Cl)=[O:14])([O-:9])=[O:8].C(OCC)(=O)C.O. The catalyst class is: 4. (7) Reactant: [N:1]1([C:7]2[CH:14]=[CH:13][C:10]([CH:11]=O)=[C:9]([C:15]([F:18])([F:17])[F:16])[CH:8]=2)[CH2:6][CH2:5][O:4][CH2:3][CH2:2]1.[CH3:19][C@H:20]1[CH2:25][NH:24][CH2:23][CH2:22][N:21]1[C:26]([O:28][C:29]([CH3:32])([CH3:31])[CH3:30])=[O:27].ClCCCl.C(O[BH-](OC(=O)C)OC(=O)C)(=O)C.[Na+]. Product: [CH3:19][C@H:20]1[CH2:25][N:24]([CH2:11][C:10]2[CH:13]=[CH:14][C:7]([N:1]3[CH2:6][CH2:5][O:4][CH2:3][CH2:2]3)=[CH:8][C:9]=2[C:15]([F:18])([F:17])[F:16])[CH2:23][CH2:22][N:21]1[C:26]([O:28][C:29]([CH3:30])([CH3:32])[CH3:31])=[O:27]. The catalyst class is: 6.